This data is from Forward reaction prediction with 1.9M reactions from USPTO patents (1976-2016). The task is: Predict the product of the given reaction. (1) Given the reactants [O:1]1[CH2:13][CH:2]1[CH2:3][O:4][NH:5][C:6](=[O:12])[O:7][C:8]([CH3:11])([CH3:10])[CH3:9].[NH:14]1[CH2:18][CH2:17][CH2:16][CH2:15]1.[Cl-].[NH4+], predict the reaction product. The product is: [OH:1][CH:2]([CH2:13][N:14]1[CH2:18][CH2:17][CH2:16][CH2:15]1)[CH2:3][O:4][NH:5][C:6](=[O:12])[O:7][C:8]([CH3:11])([CH3:10])[CH3:9]. (2) Given the reactants [C:1]([OH:14])(=[O:13])[CH2:2][CH2:3][CH2:4][CH2:5][CH2:6][CH2:7][CH2:8][CH2:9][CH2:10][CH2:11][CH3:12].[CH3:15][CH2:16][CH2:17][CH2:18][CH2:19][CH2:20][CH2:21][CH2:22][CH2:23][CH2:24][CH2:25][CH2:26][CH2:27][CH2:28][O:29][C:30]1[O:34][C:33]([C:35]([OH:37])=[O:36])=[CH:32][CH:31]=1, predict the reaction product. The product is: [C:1]([OH:14])(=[O:13])[CH2:2][CH2:3][CH2:4][CH2:5][CH2:6][CH2:7][CH2:8][CH2:9][CH2:10][CH2:11][CH3:12].[CH3:15][CH2:16][CH2:17][CH2:18][CH2:19][CH2:20][CH2:21][CH2:22][CH2:23][CH2:24][CH2:25][CH2:26][CH2:27][CH2:28][O:29][C:30]1[O:34][C:33]([C:35]([OH:37])=[O:36])=[CH:32][CH:31]=1.[C:1]([O-:14])(=[O:13])[CH3:2].